From a dataset of Forward reaction prediction with 1.9M reactions from USPTO patents (1976-2016). Predict the product of the given reaction. (1) Given the reactants [CH:1](=O)[CH2:2][CH2:3][CH2:4][CH3:5].[C:7]([O:11][C:12](=[O:29])[NH:13][CH2:14][CH2:15][NH:16][CH2:17][C:18]1[CH:23]=[CH:22][C:21]([O:24][C:25]([F:28])([F:27])[F:26])=[CH:20][CH:19]=1)([CH3:10])([CH3:9])[CH3:8].C(O[BH-](OC(=O)C)OC(=O)C)(=O)C.[Na+], predict the reaction product. The product is: [C:7]([O:11][C:12](=[O:29])[NH:13][CH2:14][CH2:15][N:16]([CH2:1][CH2:2][CH2:3][CH2:4][CH3:5])[CH2:17][C:18]1[CH:19]=[CH:20][C:21]([O:24][C:25]([F:27])([F:28])[F:26])=[CH:22][CH:23]=1)([CH3:10])([CH3:8])[CH3:9]. (2) Given the reactants C(=O)([O-])[O-].[Na+].[Na+].[ClH:7].[N:8]12[CH2:15][CH2:14][CH:11]([CH2:12][CH2:13]1)[C@@H:10]([NH:16][C:17]([C:19]1[S:20][C:21]3[C:27](Br)=[CH:26][CH:25]=[CH:24][C:22]=3[CH:23]=1)=[O:18])[CH2:9]2.[C:29]1(B(O)O)[CH:34]=[CH:33][CH:32]=[CH:31][CH:30]=1, predict the reaction product. The product is: [ClH:7].[N:8]12[CH2:15][CH2:14][CH:11]([CH2:12][CH2:13]1)[C@@H:10]([NH:16][C:17]([C:19]1[S:20][C:21]3[C:27]([C:29]4[CH:34]=[CH:33][CH:32]=[CH:31][CH:30]=4)=[CH:26][CH:25]=[CH:24][C:22]=3[CH:23]=1)=[O:18])[CH2:9]2. (3) Given the reactants [C:1]([O:5][C:6]([NH:8][C@@H:9]([CH2:14][CH2:15][S:16]([CH3:19])(=[O:18])=[O:17])[C:10]([O:12]C)=O)=[O:7])([CH3:4])([CH3:3])[CH3:2].C[Si]([N-][Si](C)(C)C)(C)C.[K+].[Cl-].[NH4+], predict the reaction product. The product is: [O:17]=[S:16]1(=[O:18])[CH2:15][CH2:14][CH:9]([NH:8][C:6](=[O:7])[O:5][C:1]([CH3:2])([CH3:3])[CH3:4])[C:10](=[O:12])[CH2:19]1. (4) Given the reactants [NH2:1][C:2]1[CH2:3][C:4]([C:14]([O:16][CH2:17][CH3:18])=[O:15])=[CH:5][C:6]2[CH:12]=[CH:11][C:10](Br)=[CH:9][C:7]=2[N:8]=1.[N:19]1[CH:24]=[C:23](B(O)O)[CH:22]=[N:21][CH:20]=1, predict the reaction product. The product is: [NH2:1][C:2]1[CH2:3][C:4]([C:14]([O:16][CH2:17][CH3:18])=[O:15])=[CH:5][C:6]2[CH:12]=[CH:11][C:10]([C:23]3[CH:24]=[N:19][CH:20]=[N:21][CH:22]=3)=[CH:9][C:7]=2[N:8]=1. (5) Given the reactants [CH2:1]([N:8]([CH2:14][CH2:15][CH:16]=[CH2:17])[CH2:9][C:10]([O:12][CH3:13])=[O:11])[C:2]1[CH:7]=[CH:6][CH:5]=[CH:4][CH:3]=1.C([N-]C(C)C)(C)C.[Li+].CC(C)=O.[I:30]I, predict the reaction product. The product is: [CH2:1]([N:8]1[CH2:14][CH2:15][C@H:16]([CH2:17][I:30])[C@@H:9]1[C:10]([O:12][CH3:13])=[O:11])[C:2]1[CH:7]=[CH:6][CH:5]=[CH:4][CH:3]=1. (6) Given the reactants [CH3:1][N:2]([C:7]1[CH:12]=[C:11]([CH:13]2[CH2:15][O:14]2)[CH:10]=[C:9]([N:16]([CH3:22])[CH2:17][CH:18]2[CH2:20][CH:19]2[CH3:21])[N:8]=1)[S:3]([CH3:6])(=[O:5])=[O:4].[NH4+:23].[OH-], predict the reaction product. The product is: [NH2:23][CH2:15][CH:13]([C:11]1[CH:10]=[C:9]([N:16]([CH3:22])[CH2:17][CH:18]2[CH2:20][CH:19]2[CH3:21])[N:8]=[C:7]([N:2]([CH3:1])[S:3]([CH3:6])(=[O:5])=[O:4])[CH:12]=1)[OH:14]. (7) Given the reactants [NH2:1][C@H:2]1[CH2:7][CH2:6][C@H:5]([NH:8][C:9]([C:11]2[C:15]3[N:16]=[CH:17][N:18]=[C:19]([C:20]4[CH:25]=[CH:24][C:23]([O:26][CH3:27])=[CH:22][C:21]=4[O:28][CH2:29][CH2:30][O:31][CH3:32])[C:14]=3[NH:13][CH:12]=2)=[O:10])[CH2:4][CH2:3]1.Cl[C:34]([C@@H:36]([O:38]C(=O)C)[CH3:37])=[O:35], predict the reaction product. The product is: [OH:38][C@@H:36]([CH3:37])[C:34]([NH:1][C@H:2]1[CH2:7][CH2:6][C@H:5]([NH:8][C:9]([C:11]2[C:15]3[N:16]=[CH:17][N:18]=[C:19]([C:20]4[CH:25]=[CH:24][C:23]([O:26][CH3:27])=[CH:22][C:21]=4[O:28][CH2:29][CH2:30][O:31][CH3:32])[C:14]=3[NH:13][CH:12]=2)=[O:10])[CH2:4][CH2:3]1)=[O:35]. (8) The product is: [S:1]1[CH2:6][CH:5]=[C:4]([B:15]2[O:19][C:18]([CH3:21])([CH3:20])[C:17]([CH3:23])([CH3:22])[O:16]2)[CH2:3][CH2:2]1. Given the reactants [S:1]1[CH2:6][CH:5]=[C:4](OS(C(F)(F)F)(=O)=O)[CH2:3][CH2:2]1.[B:15]1([B:15]2[O:19][C:18]([CH3:21])([CH3:20])[C:17]([CH3:23])([CH3:22])[O:16]2)[O:19][C:18]([CH3:21])([CH3:20])[C:17]([CH3:23])([CH3:22])[O:16]1.C([O-])(=O)C.[K+], predict the reaction product. (9) Given the reactants [CH3:1][C:2]([CH3:15])([CH2:7][O:8][CH:9]1[CH2:14][CH2:13][CH2:12][CH2:11][O:10]1)[CH2:3][CH2:4][CH2:5][NH2:6].CCN(CC)CC.Cl[C:24](Cl)([O:26]C(=O)OC(Cl)(Cl)Cl)Cl, predict the reaction product. The product is: [N:6]([CH2:5][CH2:4][CH2:3][C:2]([CH3:15])([CH3:1])[CH2:7][O:8][CH:9]1[CH2:14][CH2:13][CH2:12][CH2:11][O:10]1)=[C:24]=[O:26]. (10) Given the reactants [CH2:1]([Li])CCC.C(NC(C)C)(C)C.O1CCCC1.C(=O)=O.CC(C)=O.[Br:25][C:26]1[CH:31]=[CH:30][CH:29]=[C:28]([CH3:32])[N:27]=1.CI, predict the reaction product. The product is: [Br:25][C:26]1[CH:31]=[CH:30][CH:29]=[C:28]([CH2:32][CH3:1])[N:27]=1.